Task: Predict which catalyst facilitates the given reaction.. Dataset: Catalyst prediction with 721,799 reactions and 888 catalyst types from USPTO (1) The catalyst class is: 68. Product: [Cl-:1].[CH3:12][C:13]1[NH:14][C:15]2[C:20]([C:21]=1[S+:10]([CH3:11])[CH3:9])=[CH:19][CH:18]=[CH:17][CH:16]=2. Reactant: [Cl:1]N1C(=O)CCC1=O.[CH3:9][S:10][CH3:11].[CH3:12][C:13]1[NH:14][C:15]2[C:20]([CH:21]=1)=[CH:19][CH:18]=[CH:17][CH:16]=2.C(OCC)C. (2) Product: [ClH:1].[Cl:13][C:14]1[CH:15]=[CH:16][C:17]2[CH2:7][O:6][C:5](=[O:11])[N:20]([CH:21]3[CH2:26][CH2:25][NH:24][CH2:23][CH2:22]3)[C:18]=2[CH:19]=1. The catalyst class is: 7. Reactant: [Cl:1]C(Cl)(O[C:5](=[O:11])[O:6][C:7](Cl)(Cl)Cl)Cl.[Cl:13][C:14]1[CH:15]=[CH:16][C:17](CO)=[C:18]([NH:20][CH:21]2[CH2:26][CH2:25][N:24](C(OC(C)(C)C)=O)[CH2:23][CH2:22]2)[CH:19]=1.C(N(CC)C(C)C)(C)C.